From a dataset of Experimentally validated miRNA-target interactions with 360,000+ pairs, plus equal number of negative samples. Binary Classification. Given a miRNA mature sequence and a target amino acid sequence, predict their likelihood of interaction. (1) The miRNA is hsa-miR-466 with sequence AUACACAUACACGCAACACACAU. The protein sequence of the target gene is MGHLWLLGIWGLCGLLLCAADPSTDGSQIIPKVTEIIPKYGSINGATRLTIRGEGFSQANQFNYGVDNAELGNSVQLISSFQSITCDVEKDASHSTQITCYTRAMPEDSYTVRVSVDGVPVTENNTCKGHINSWECTFNAKSFRTPTIRSITPLSGTPGTLITIQGRIFTDVYGSNIALSSNGKNVRILRVYIGGMPCELLIPQSDNLYGLKLDHPNGDMGSMVCKTTGTFIGHHNVSFILDNDYGRSFPQKMAYFVSSLNKIAMFQTYAEVTMIFPSQGSIRGGTTLTISGRFFDQTDF.... Result: 0 (no interaction). (2) The miRNA is mmu-miR-33-5p with sequence GUGCAUUGUAGUUGCAUUGCA. The protein sequence of the target gene is MADAAASPVGKRLLLLFADTAASASASAPAAAAASGDPGPALRTRAWRAGTVRAMSGAVPQDLAIFVEFDGCNWKQHSWVKVHAEEVIVLLLEGSLVWAPREDPVLLQGIRVSIAQWPALTFTPLVDKLGLGSVVPVEYLLDRELRFLSDANGLHLFQMGTDSQNQILLEHAALRETVNALISDQKLQEIFSRGPYSVQGHRVKIYQPEGEEGWLYGVVSHQDSITRLMEVSVTESGEIKSVDPRLIHVMLMDNSAPQSEGGTLKAVKSSKGKKKRESIEGKDGRRRKSASDSGCDPASK.... Result: 0 (no interaction). (3) The protein sequence of the target gene is MAWLRLQPLTSAFLHFGLVTFVLFLNCLRAEAGDSGDVPSAGQNNESCSGSSDCKEGVILPIWYPENPSLGDKIARVIVYFVALIYMFLGVSIIADRFMASIEVITSQEREVTIKKPNGETSTTTIRVWNETVSNLTLMALGSSAPEILLSLIEVCGHGFIAGDLGPSTIVGSAAFNMFIIIGICVYVIPDGETRKIKHLRVFFVTAAWSIFAYIWLYMILAVFSPGVVQVWEGLLTLFFFPVCVLLAWVADKRLLFYKYMHKKYRTDKHRGIIIETEGDHPKGIEMDGKMMNSHFLDGN.... Result: 1 (interaction). The miRNA is mmu-miR-3097-5p with sequence CACAGGUGGGAAGUGUGUGUCCA. (4) The miRNA is hsa-miR-4266 with sequence CUAGGAGGCCUUGGCC. The protein sequence of the target gene is MAGGGAGDPGLGAAAAPAPETREHLFKVLVIGELGVGKTSIIKRYVHQLFSQHYRATIGVDFALKVLNWDSRTLVRLQLWDIAGQERFGNMTRVYYKEAVGAFVVFDISRSSTFEAVLKWKSDLDSKVHLPNGSPIPAVLLANKCDQNKDSSQSPSQVDQFCKEHGFAGWFETSAKDNINIEEAARFLVEKILVNHQSFPNEENDVDKIKLDQETLRAENKSQCC. Result: 0 (no interaction).